Regression. Given a peptide amino acid sequence and an MHC pseudo amino acid sequence, predict their binding affinity value. This is MHC class II binding data. From a dataset of Peptide-MHC class II binding affinity with 134,281 pairs from IEDB. (1) The peptide sequence is YHFDLSGIAFGSMAK. The MHC is HLA-DPA10301-DPB10402 with pseudo-sequence HLA-DPA10301-DPB10402. The binding affinity (normalized) is 0.134. (2) The peptide sequence is YYAIHKASPVLAFPA. The MHC is DRB1_0901 with pseudo-sequence DRB1_0901. The binding affinity (normalized) is 0.919.